From a dataset of Peptide-MHC class I binding affinity with 185,985 pairs from IEDB/IMGT. Regression. Given a peptide amino acid sequence and an MHC pseudo amino acid sequence, predict their binding affinity value. This is MHC class I binding data. (1) The peptide sequence is YPACEAIGL. The MHC is HLA-B57:01 with pseudo-sequence HLA-B57:01. The binding affinity (normalized) is 0.0847. (2) The peptide sequence is ALRANSAVK. The MHC is HLA-A03:01 with pseudo-sequence HLA-A03:01. The binding affinity (normalized) is 0.694.